From a dataset of Catalyst prediction with 721,799 reactions and 888 catalyst types from USPTO. Predict which catalyst facilitates the given reaction. (1) Reactant: [CH3:1][C:2]1[C:6]([CH3:7])=[CH:5][S:4][CH:3]=1.CN([CH:11]=[O:12])C.O=P(Cl)(Cl)Cl.[OH-].[Na+]. Product: [CH:11]([C:3]1[S:4][CH:5]=[C:6]([CH3:7])[C:2]=1[CH3:1])=[O:12]. The catalyst class is: 479. (2) Reactant: Br[C:2]1[C:3]([CH3:29])=[C:4]([C:21]([OH:28])=[C:22]([C:24]([CH3:27])([CH3:26])[CH3:25])[CH:23]=1)[C:5]([NH:7][C:8]1[CH:13]=[CH:12][C:11]([C:14]#[N:15])=[CH:10][C:9]=1[O:16][C:17]([F:20])([F:19])[F:18])=[O:6].[C:30]([C:32]1[CH:37]=[CH:36][C:35](B(O)O)=[CH:34][CH:33]=1)#[N:31].C(=O)([O-])[O-].[Na+].[Na+]. Product: [C:14]([C:11]1[CH:12]=[CH:13][C:8]([NH:7][C:5]([C:4]2[C:3]([CH3:29])=[C:2]([C:35]3[CH:36]=[CH:37][C:32]([C:30]#[N:31])=[CH:33][CH:34]=3)[CH:23]=[C:22]([C:24]([CH3:27])([CH3:26])[CH3:25])[C:21]=2[OH:28])=[O:6])=[C:9]([O:16][C:17]([F:20])([F:19])[F:18])[CH:10]=1)#[N:15]. The catalyst class is: 77. (3) Reactant: [CH2:1]1[N:9]2[CH:4]([NH:5][S:6](=[O:16])(=[O:15])[C:7]3[CH:13]=[C:12]([OH:14])[CH:11]=[CH:10][C:8]=32)[CH2:3][CH2:2]1.[CH3:17][N:18]([CH2:23][C:24]1[CH:29]=[CH:28][C:27](B(O)O)=[CH:26][CH:25]=1)[S:19]([CH3:22])(=[O:21])=[O:20].N1C=CC=CC=1. Product: [O:16]=[S:6]1(=[O:15])[C:7]2[CH:13]=[C:12]([O:14][C:27]3[CH:28]=[CH:29][C:24]([CH2:23][N:18]([CH3:17])[S:19]([CH3:22])(=[O:20])=[O:21])=[CH:25][CH:26]=3)[CH:11]=[CH:10][C:8]=2[N:9]2[CH2:1][CH2:2][CH2:3][CH:4]2[NH:5]1. The catalyst class is: 302. (4) Reactant: [CH3:1][O:2][C:3]1[CH:8]=[CH:7][C:6]([C:9]([C:16]2[CH:17]=[C:18]3[C:23](=[CH:24][CH:25]=2)[N:22]=[CH:21][CH:20]=[C:19]3/[CH:26]=[CH:27]/[C:28]2[CH:33]=[CH:32][CH:31]=[CH:30][CH:29]=2)([C:11]2[S:12][CH:13]=[CH:14][N:15]=2)O)=[CH:5][CH:4]=1.C([SiH](CC)CC)C. Product: [CH3:1][O:2][C:3]1[CH:4]=[CH:5][C:6]([CH:9]([C:16]2[CH:17]=[C:18]3[C:23](=[CH:24][CH:25]=2)[N:22]=[CH:21][CH:20]=[C:19]3/[CH:26]=[CH:27]/[C:28]2[CH:33]=[CH:32][CH:31]=[CH:30][CH:29]=2)[C:11]2[S:12][CH:13]=[CH:14][N:15]=2)=[CH:7][CH:8]=1. The catalyst class is: 388. (5) Reactant: [OH:1][C:2]1[CH:8]=[CH:7][CH:6]=[CH:5][C:3]=1[NH2:4].Cl[C:10]1[C:11]2[C:18]([CH3:19])=[CH:17][S:16][C:12]=2[N:13]=[CH:14][N:15]=1. Product: [CH3:19][C:18]1[C:11]2[C:10]([NH:4][C:3]3[CH:5]=[CH:6][CH:7]=[CH:8][C:2]=3[OH:1])=[N:15][CH:14]=[N:13][C:12]=2[S:16][CH:17]=1. The catalyst class is: 41. (6) Reactant: [Cl:1][C:2]1[CH:18]=[CH:17][C:5]2[CH2:6][CH2:7][N:8]([C:11](=[O:16])[C:12]([F:15])([F:14])[F:13])[CH2:9][CH2:10][C:4]=2[C:3]=1OS(C(F)(F)F)(=O)=O.[C:27]1([C:33]2([NH2:36])[CH2:35][CH2:34]2)[CH:32]=[CH:31][CH:30]=[CH:29][CH:28]=1.C1C=CC(P(C2C(C3C(P(C4C=CC=CC=4)C4C=CC=CC=4)=CC=C4C=3C=CC=C4)=C3C(C=CC=C3)=CC=2)C2C=CC=CC=2)=CC=1.C(=O)([O-])[O-].[Cs+].[Cs+]. Product: [Cl:1][C:2]1[CH:18]=[CH:17][C:5]2[CH2:6][CH2:7][N:8]([C:11](=[O:16])[C:12]([F:15])([F:14])[F:13])[CH2:9][CH2:10][C:4]=2[C:3]=1[NH:36][C:33]1([C:27]2[CH:32]=[CH:31][CH:30]=[CH:29][CH:28]=2)[CH2:35][CH2:34]1. The catalyst class is: 110. (7) Reactant: [F:1][C:2]([F:40])([CH2:36][CH2:37][CH2:38][CH3:39])[CH:3]([OH:35])[CH2:4][CH2:5][C@H:6]1[C@H:10]([O:11][CH:12]2[CH2:17][CH2:16][CH2:15][CH2:14][O:13]2)[CH2:9][C@H:8]([OH:18])[C@@H:7]1[CH2:19]/[CH:20]=[CH:21]\[CH2:22][CH2:23][CH2:24][C:25]([O:27][CH2:28][C:29]1[CH:34]=[CH:33][CH:32]=[CH:31][CH:30]=1)=[O:26].ClCCl.C(N(C(C)C)CC)(C)C. Product: [F:40][C:2]([F:1])([CH2:36][CH2:37][CH2:38][CH3:39])[C:3](=[O:35])[CH2:4][CH2:5][C@H:6]1[C@H:10]([O:11][CH:12]2[CH2:17][CH2:16][CH2:15][CH2:14][O:13]2)[CH2:9][C:8](=[O:18])[C@@H:7]1[CH2:19]/[CH:20]=[CH:21]\[CH2:22][CH2:23][CH2:24][C:25]([O:27][CH2:28][C:29]1[CH:30]=[CH:31][CH:32]=[CH:33][CH:34]=1)=[O:26]. The catalyst class is: 16. (8) Reactant: [NH2:1][C:2]1[CH:7]=[CH:6][C:5]([CH:8]2[O:13][CH2:12][CH2:11][N:10]([C:14]([O:16][C:17]([CH3:20])([CH3:19])[CH3:18])=[O:15])[CH2:9]2)=[CH:4][C:3]=1[Cl:21].ClC(Cl)(O[C:26](=[O:32])OC(Cl)(Cl)Cl)Cl.C(=O)([O-])[O-].[Na+].[Na+].[NH2:40][C:41]1[CH:42]=[C:43]([CH:46]=[CH:47][CH:48]=1)[C:44]#[N:45]. Product: [Cl:21][C:3]1[CH:4]=[C:5]([CH:8]2[O:13][CH2:12][CH2:11][N:10]([C:14]([O:16][C:17]([CH3:18])([CH3:20])[CH3:19])=[O:15])[CH2:9]2)[CH:6]=[CH:7][C:2]=1[NH:1][C:26]([NH:40][C:41]1[CH:48]=[CH:47][CH:46]=[C:43]([C:44]#[N:45])[CH:42]=1)=[O:32]. The catalyst class is: 46. (9) Reactant: [CH2:1]([N:8](C)[CH2:9][CH2:10][O:11][C@H:12]1[CH2:19][N:18]2[C:20]3[CH:21]=[C:22]([C:33]([O:35][CH3:36])=[O:34])[CH:23]=[CH:24][C:25]=3[C:26]([CH:27]3[CH2:32][CH2:31][CH2:30][CH2:29][CH2:28]3)=[C:17]2[C:16]2[CH:37]=[CH:38][CH:39]=[CH:40][C:15]=2[O:14][CH2:13]1)C1C=CC=CC=1. Product: [CH:27]1([C:26]2[C:25]3[CH:24]=[CH:23][C:22]([C:33]([O:35][CH3:36])=[O:34])=[CH:21][C:20]=3[N:18]3[C:17]=2[C:16]2[CH:37]=[CH:38][CH:39]=[CH:40][C:15]=2[O:14][CH2:13][C@@H:12]([O:11][CH2:10][CH2:9][NH:8][CH3:1])[CH2:19]3)[CH2:28][CH2:29][CH2:30][CH2:31][CH2:32]1. The catalyst class is: 19. (10) Reactant: [Na].C(O)C.Cl.[CH:6]1([NH:11][C:12]([NH2:14])=[NH:13])[CH2:10][CH2:9][CH2:8][CH2:7]1.[Cl:15][C:16]1[N:21]2[N:22]=[C:23]([C:30]3[CH:35]=[CH:34][C:33]([F:36])=[CH:32][CH:31]=3)[C:24]([C:25](=O)[C:26]#[C:27][CH3:28])=[C:20]2[CH:19]=[CH:18][CH:17]=1. Product: [Cl:15][C:16]1[N:21]2[N:22]=[C:23]([C:30]3[CH:31]=[CH:32][C:33]([F:36])=[CH:34][CH:35]=3)[C:24]([C:25]3[CH:26]=[C:27]([CH3:28])[N:14]=[C:12]([NH:11][CH:6]4[CH2:10][CH2:9][CH2:8][CH2:7]4)[N:13]=3)=[C:20]2[CH:19]=[CH:18][CH:17]=1. The catalyst class is: 6.